This data is from Catalyst prediction with 721,799 reactions and 888 catalyst types from USPTO. The task is: Predict which catalyst facilitates the given reaction. (1) Reactant: C(Cl)Cl.C(OC([NH:11][CH2:12][C:13]1[CH:14]=[C:15]([C:19]2[N:24]=[C:23]([C:25]([NH:27][C:28]3[CH:33]=[CH:32][CH:31]=[CH:30][C:29]=3[CH2:34][C:35]([O:37]C(C)(C)C)=[O:36])=[O:26])[CH:22]=[C:21]([Cl:42])[CH:20]=2)[CH:16]=[CH:17][CH:18]=1)=O)(C)(C)C.[C:43]([OH:49])([C:45]([F:48])([F:47])[F:46])=[O:44]. Product: [NH2:11][CH2:12][C:13]1[CH:14]=[C:15]([C:19]2[N:24]=[C:23]([C:25]([NH:27][C:28]3[CH:33]=[CH:32][CH:31]=[CH:30][C:29]=3[CH2:34][C:35]([OH:37])=[O:36])=[O:26])[CH:22]=[C:21]([Cl:42])[CH:20]=2)[CH:16]=[CH:17][CH:18]=1.[C:43]([OH:49])([C:45]([F:48])([F:47])[F:46])=[O:44]. The catalyst class is: 10. (2) Reactant: [N:1]1[CH:6]=[CH:5][C:4]([C:7]2[N:8]=[C:9](O)[C:10]3[CH:16]=[CH:15][CH:14]=[N:13][C:11]=3[N:12]=2)=[CH:3][CH:2]=1.C([C:21]1[CH:26]=[C:25](C(C)C)[CH:24]=[C:23](C(C)C)[C:22]=1S(Cl)(=O)=O)(C)C.CC[N:39]([CH2:42]C)[CH2:40][CH3:41].[C:44]([O:48][C:49]([N:51]1CCN[CH2:53][C@@H:52]1CO)=[O:50])([CH3:47])([CH3:46])[CH3:45].C[C:60](N(C)C)=[O:61]. Product: [C:44]([O:48][C:49]([N:51]1[CH2:52][CH2:53][N:13]([C:11]2[C:10]3[C:41]([O:61][CH3:60])=[CH:40][N:39]=[CH:42][C:9]=3[N:8]=[C:7]([C:4]3[CH:3]=[CH:2][N:1]=[CH:6][CH:5]=3)[N:12]=2)[CH2:14][C@H:15]1[CH2:16][C:21]1[CH:22]=[CH:23][CH:24]=[CH:25][CH:26]=1)=[O:50])([CH3:45])([CH3:47])[CH3:46]. The catalyst class is: 142. (3) Reactant: Cl.[NH2:2][C:3]1[CH:8]=[CH:7][C:6]([C:9]2[N:10]=[C:11]([C:21]([CH3:24])([CH3:23])[CH3:22])[NH:12][C:13]=2[C:14]2[CH:19]=[CH:18][CH:17]=[C:16]([CH3:20])[N:15]=2)=[CH:5][C:4]=1[OH:25].[C:26](N1C=CN=C1)(N1C=CN=C1)=[O:27].C(N(CC)CC)C. Product: [C:21]([C:11]1[NH:12][C:13]([C:14]2[CH:19]=[CH:18][CH:17]=[C:16]([CH3:20])[N:15]=2)=[C:9]([C:6]2[CH:7]=[CH:8][C:3]3[NH:2][C:26](=[O:27])[O:25][C:4]=3[CH:5]=2)[N:10]=1)([CH3:22])([CH3:24])[CH3:23]. The catalyst class is: 18. (4) Reactant: [Br:1][C:2]1[N:7]=[C:6]([CH:8]([OH:11])[C:9]#[CH:10])[CH:5]=[CH:4][CH:3]=1.CC(OI1(OC(C)=O)(OC(C)=O)OC(=O)C2C=CC=CC1=2)=O. Product: [Br:1][C:2]1[N:7]=[C:6]([C:8](=[O:11])[C:9]#[CH:10])[CH:5]=[CH:4][CH:3]=1. The catalyst class is: 2. (5) Reactant: [CH:1]([NH:4][CH2:5][CH2:6][NH2:7])([CH3:3])[CH3:2].[C:8](O[C:8]([O:10][C:11]([CH3:14])([CH3:13])[CH3:12])=[O:9])([O:10][C:11]([CH3:14])([CH3:13])[CH3:12])=[O:9].C(N(CC)CC)C. Product: [CH:1]([NH:4][CH2:5][CH2:6][NH:7][C:8](=[O:9])[O:10][C:11]([CH3:14])([CH3:13])[CH3:12])([CH3:3])[CH3:2]. The catalyst class is: 2. (6) Reactant: [C:1]1([CH2:7][OH:8])[CH:6]=[CH:5][CH:4]=[CH:3][CH:2]=1.C(N(CC)CC)C.[C:16](Cl)(=[O:20])[C:17]([CH3:19])=[CH2:18]. Product: [C:16]([O:8][CH2:7][C:1]1[CH:6]=[CH:5][CH:4]=[CH:3][CH:2]=1)(=[O:20])[C:17]([CH3:19])=[CH2:18]. The catalyst class is: 4. (7) Reactant: [CH2:1]1[C:9]2[C:4](=[CH:5][CH:6]=[CH:7][CH:8]=2)[CH2:3][CH:2]1[NH:10][CH2:11][C:12]1[CH:17]=[CH:16][C:15](/[CH:18]=[CH:19]/[CH3:20])=[CH:14][C:13]=1[N+:21]([O-])=O.[H][H]. Product: [NH2:21][C:13]1[CH:14]=[C:15]([CH2:18][CH2:19][CH3:20])[CH:16]=[CH:17][C:12]=1[CH2:11][NH:10][CH:2]1[CH2:3][C:4]2[C:9](=[CH:8][CH:7]=[CH:6][CH:5]=2)[CH2:1]1. The catalyst class is: 446. (8) Reactant: [Br:1][C:2]1[CH:6]=[C:5]([C:7]2[O:12][C:11](=[O:13])[C:10]3[CH:14]=[C:15]([Cl:19])[CH:16]=[C:17]([CH3:18])[C:9]=3[N:8]=2)[N:4]([C:20]2[C:25]([Cl:26])=[CH:24][CH:23]=[CH:22][N:21]=2)[N:3]=1.Cl.[CH:28]([NH:31][NH2:32])([CH3:30])[CH3:29].C(N(CC)CC)C.O1CCCC1. Product: [Br:1][C:2]1[CH:6]=[C:5]([C:7]([NH:8][C:9]2[C:17]([CH3:18])=[CH:16][C:15]([Cl:19])=[CH:14][C:10]=2[C:11]([NH:32][NH:31][CH:28]([CH3:30])[CH3:29])=[O:13])=[O:12])[N:4]([C:20]2[C:25]([Cl:26])=[CH:24][CH:23]=[CH:22][N:21]=2)[N:3]=1. The catalyst class is: 6.